From a dataset of Forward reaction prediction with 1.9M reactions from USPTO patents (1976-2016). Predict the product of the given reaction. (1) Given the reactants [NH2:1][C:2]1[CH:7]=[CH:6][C:5]([Cl:8])=[CH:4][C:3]=1[C:9]([C:11]1[CH:16]=[CH:15][N:14]=[CH:13][CH:12]=1)=[O:10].[CH3:17][C:18]([C:25]1[CH:30]=[CH:29][C:28]([S:31](Cl)(=[O:33])=[O:32])=[CH:27][CH:26]=1)([C:20]1[N:21]=[CH:22][O:23][CH:24]=1)[CH3:19], predict the reaction product. The product is: [Cl:8][C:5]1[CH:6]=[CH:7][C:2]([NH:1][S:31]([C:28]2[CH:27]=[CH:26][C:25]([C:18]([CH3:19])([C:20]3[N:21]=[CH:22][O:23][CH:24]=3)[CH3:17])=[CH:30][CH:29]=2)(=[O:32])=[O:33])=[C:3]([C:9]([C:11]2[CH:16]=[CH:15][N:14]=[CH:13][CH:12]=2)=[O:10])[CH:4]=1. (2) Given the reactants [C:1]([C:3]1[CH:8]=[CH:7][C:6]([N:9]2[C:13]([C:14]3[CH:19]=[CH:18][C:17]([S:20][CH3:21])=[CH:16][CH:15]=3)=[CH:12][CH:11]=[C:10]2[CH2:22][CH2:23][C:24]([O:26][CH2:27][CH3:28])=[O:25])=[C:5]([CH3:29])[CH:4]=1)#[N:2].C1C=C(Cl)C=C(C(OO)=[O:38])C=1, predict the reaction product. The product is: [C:1]([C:3]1[CH:8]=[CH:7][C:6]([N:9]2[C:13]([C:14]3[CH:19]=[CH:18][C:17]([S:20]([CH3:21])=[O:38])=[CH:16][CH:15]=3)=[CH:12][CH:11]=[C:10]2[CH2:22][CH2:23][C:24]([O:26][CH2:27][CH3:28])=[O:25])=[C:5]([CH3:29])[CH:4]=1)#[N:2].